Task: Binary Classification. Given a T-cell receptor sequence (or CDR3 region) and an epitope sequence, predict whether binding occurs between them.. Dataset: TCR-epitope binding with 47,182 pairs between 192 epitopes and 23,139 TCRs (1) The epitope is NLSALGIFST. The TCR CDR3 sequence is CASSPPGQGVSEQYF. Result: 0 (the TCR does not bind to the epitope). (2) The epitope is HTTDPSFLGRY. The TCR CDR3 sequence is CASSQDPLAGGPGEQYF. Result: 0 (the TCR does not bind to the epitope). (3) The epitope is QARQMVQAMRTIGTHP. The TCR CDR3 sequence is CASSVGTENQPQHF. Result: 1 (the TCR binds to the epitope). (4) The epitope is YEGNSPFHPL. The TCR CDR3 sequence is CASSFGGVAGAATKNIQYF. Result: 1 (the TCR binds to the epitope). (5) Result: 0 (the TCR does not bind to the epitope). The TCR CDR3 sequence is CASSLTWADGGEQFF. The epitope is ATDALMTGY. (6) The epitope is KLPDDFTGCV. The TCR CDR3 sequence is CASSHLDRGGYNEQFF. Result: 1 (the TCR binds to the epitope).